This data is from Forward reaction prediction with 1.9M reactions from USPTO patents (1976-2016). The task is: Predict the product of the given reaction. (1) Given the reactants [Cl:1][C:2]1[N:3]=[CH:4][C:5]2[CH:10]=[CH:9][N:8]([CH2:11][C:12]3[CH:17]=[CH:16][CH:15]=[CH:14][C:13]=3[NH:18][S:19]([CH3:22])(=[O:21])=[O:20])[C:6]=2[N:7]=1.C(=O)([O-])[O-].[K+].[K+].Br[CH2:30][CH2:31][O:32][CH3:33].C(OCC)(=O)C.CCCCCC, predict the reaction product. The product is: [Cl:1][C:2]1[N:3]=[CH:4][C:5]2[CH:10]=[CH:9][N:8]([CH2:11][C:12]3[CH:17]=[CH:16][CH:15]=[CH:14][C:13]=3[N:18]([CH2:30][CH2:31][O:32][CH3:33])[S:19]([CH3:22])(=[O:21])=[O:20])[C:6]=2[N:7]=1. (2) The product is: [NH2:42][C:28]1[N:29]=[C:30]([C:32]2[CH:41]=[C:40]3[C:35]([CH2:36][CH2:37][N:38]([C:14]([NH:13][C:10]4[CH:9]=[CH:8][C:7]([C:1]5[CH:2]=[CH:3][CH:4]=[CH:5][CH:6]=5)=[CH:12][N:11]=4)=[O:15])[CH2:39]3)=[CH:34][CH:33]=2)[CH:31]=[C:26]([N:23]2[CH2:22][CH2:21][N:20]([CH3:19])[CH2:25][CH2:24]2)[N:27]=1. Given the reactants [C:1]1([C:7]2[CH:8]=[CH:9][C:10]([NH2:13])=[N:11][CH:12]=2)[CH:6]=[CH:5][CH:4]=[CH:3][CH:2]=1.[C:14](Cl)(Cl)=[O:15].Cl.[CH3:19][N:20]1[CH2:25][CH2:24][N:23]([C:26]2[CH:31]=[C:30]([C:32]3[CH:41]=[C:40]4[C:35]([CH2:36][CH2:37][NH:38][CH2:39]4)=[CH:34][CH:33]=3)[N:29]=[C:28]([NH2:42])[N:27]=2)[CH2:22][CH2:21]1, predict the reaction product. (3) Given the reactants Cl.S1C=CC=C1C(N)=N.Cl[C:11]1[CH:18]=[C:17](F)[CH:16]=[CH:15][C:12]=1[CH:13]=O.C(OC)(=O)CC(C)=O.Cl.[O:29]1[CH:33]=[CH:32][CH:31]=[C:30]1[C:34]([NH2:36])=[NH:35].C(=O)C1C=CC=CC=1.[C:45]([O:51][CH2:52][CH3:53])(=[O:50])[CH2:46][C:47]([CH3:49])=O, predict the reaction product. The product is: [O:29]1[CH:33]=[CH:32][CH:31]=[C:30]1[C:34]1[NH:36][C:47]([CH3:49])=[C:46]([C:45]([O:51][CH2:52][CH3:53])=[O:50])[CH:13]([C:12]2[CH:15]=[CH:16][CH:17]=[CH:18][CH:11]=2)[N:35]=1. (4) Given the reactants C[O:2][C:3]([C:5]1[C:14]2[O:13][CH:12]=[C:11]([Br:15])[O:10][C:9]=2[CH:8]=[CH:7][CH:6]=1)=O.[NH3:16].CO, predict the reaction product. The product is: [Br:15][C:11]1[O:10][C:9]2[CH:8]=[CH:7][CH:6]=[C:5]([C:3]([NH2:16])=[O:2])[C:14]=2[O:13][CH:12]=1. (5) Given the reactants I[C:2]1[CH:3]=[CH:4][C:5]([NH:8][CH3:9])=[N:6][CH:7]=1.Cl[C:11]1[CH:16]=CC(C#C)=CN=1, predict the reaction product. The product is: [C:11]([C:2]1[CH:3]=[CH:4][C:5]([NH:8][CH3:9])=[N:6][CH:7]=1)#[CH:16]. (6) Given the reactants [H-].[Na+].[F:3][CH:4]([F:7])[CH2:5][OH:6].Br[C:9]1[CH:14]=[CH:13][CH:12]=[CH:11][CH:10]=1, predict the reaction product. The product is: [F:3][CH:4]([F:7])[CH2:5][O:6][C:9]1[CH:14]=[CH:13][CH:12]=[CH:11][CH:10]=1.